This data is from Catalyst prediction with 721,799 reactions and 888 catalyst types from USPTO. The task is: Predict which catalyst facilitates the given reaction. Reactant: [CH3:1][O:2][CH2:3][CH2:4][O:5][C:6]1[CH:11]=[CH:10][C:9](/[CH:12]=[CH:13]/[C:14]([O:16]CC)=[O:15])=[C:8]([O:19][C:20]2[CH:25]=[C:24]([C:26]([F:29])([F:28])[F:27])[CH:23]=[CH:22][C:21]=2[N+:30]([O-:32])=[O:31])[CH:7]=1.[OH-].[Na+]. Product: [CH3:1][O:2][CH2:3][CH2:4][O:5][C:6]1[CH:11]=[CH:10][C:9](/[CH:12]=[CH:13]/[C:14]([OH:16])=[O:15])=[C:8]([O:19][C:20]2[CH:25]=[C:24]([C:26]([F:27])([F:28])[F:29])[CH:23]=[CH:22][C:21]=2[N+:30]([O-:32])=[O:31])[CH:7]=1. The catalyst class is: 214.